Task: Predict the reaction yield, written as a fraction of the theoretical maximum amount of product (1.0 means a 100% yield; for example, 0.34 means a 34% yield).. Dataset: Reaction yield outcomes from USPTO patents with 853,638 reactions The reactants are [Br:1]N1C(=O)CCC1=O.[CH3:9][C:10]1[C:15]2[C:16](=[O:19])[CH2:17][O:18][C:14]=2[C:13]([CH3:20])=[C:12]([CH3:21])[CH:11]=1. The catalyst is C(Cl)Cl. The product is [Br:1][C:11]1[C:12]([CH3:21])=[C:13]([CH3:20])[C:14]2[O:18][CH2:17][C:16](=[O:19])[C:15]=2[C:10]=1[CH3:9]. The yield is 0.800.